This data is from Full USPTO retrosynthesis dataset with 1.9M reactions from patents (1976-2016). The task is: Predict the reactants needed to synthesize the given product. (1) Given the product [F:21][C:18]1[CH:17]=[C:5]([CH:4]=[C:3]([F:2])[C:19]=1[F:20])[CH2:6][CH:7]1[CH2:12][CH:11]([C:13]([O:15][CH3:16])=[O:14])[CH2:10][CH2:9][N:8]1[C:31]([O:32][CH3:33])=[O:34], predict the reactants needed to synthesize it. The reactants are: Cl.[F:2][C:3]1[CH:4]=[C:5]([CH:17]=[C:18]([F:21])[C:19]=1[F:20])[CH2:6][CH:7]1[CH2:12][CH:11]([C:13]([O:15][CH3:16])=[O:14])[CH2:10][CH2:9][NH:8]1.CCN(C(C)C)C(C)C.[C:31](Cl)(=[O:34])[O:32][CH3:33]. (2) Given the product [Cl:1][C:2]1[C:3]([F:11])=[N:4][C:5]([F:10])=[C:6]([Cl:9])[C:7]=1[CH:13]([C:12]([O:25][CH2:26][C:27]1[CH:32]=[CH:31][CH:30]=[CH:29][CH:28]=1)=[O:24])[C:14]([O:16][CH2:17][C:18]1[CH:23]=[CH:22][CH:21]=[CH:20][CH:19]=1)=[O:15], predict the reactants needed to synthesize it. The reactants are: [Cl:1][C:2]1[C:3]([F:11])=[N:4][C:5]([F:10])=[C:6]([Cl:9])[C:7]=1F.[C:12]([O:25][CH2:26][C:27]1[CH:32]=[CH:31][CH:30]=[CH:29][CH:28]=1)(=[O:24])[CH2:13][C:14]([O:16][CH2:17][C:18]1[CH:23]=[CH:22][CH:21]=[CH:20][CH:19]=1)=[O:15].[H-].[Na+].C(O)(=O)C. (3) The reactants are: [Cl:1][C:2]1[C:3]([NH:30][C:31]2[CH:35]=[C:34]([CH3:36])[NH:33][N:32]=2)=[N:4][C:5]([NH:8][C:9]2[CH:14]=[C:13]([CH3:15])[C:12]([CH:16]3[CH2:21][CH2:20][N:19]([S:22]([CH2:25][CH2:26][CH2:27]Cl)(=[O:24])=[O:23])[CH2:18][CH2:17]3)=[CH:11][C:10]=2[CH3:29])=[N:6][CH:7]=1.[NH:37]1[CH2:42][CH2:41][O:40][CH2:39][CH2:38]1. Given the product [Cl:1][C:2]1[C:3]([NH:30][C:31]2[CH:35]=[C:34]([CH3:36])[NH:33][N:32]=2)=[N:4][C:5]([NH:8][C:9]2[CH:14]=[C:13]([CH3:15])[C:12]([CH:16]3[CH2:21][CH2:20][N:19]([S:22]([CH2:25][CH2:26][CH2:27][N:37]4[CH2:42][CH2:41][O:40][CH2:39][CH2:38]4)(=[O:24])=[O:23])[CH2:18][CH2:17]3)=[CH:11][C:10]=2[CH3:29])=[N:6][CH:7]=1, predict the reactants needed to synthesize it. (4) The reactants are: [Cl:1][C:2]1[CH:7]=[C:6]([CH2:8][OH:9])[CH:5]=[CH:4][C:3]=1[CH2:10][S:11]([NH2:14])(=[O:13])=[O:12].CCN(CC)CC. Given the product [Cl:1][C:2]1[CH:7]=[C:6]([CH:8]=[O:9])[CH:5]=[CH:4][C:3]=1[CH2:10][S:11]([NH2:14])(=[O:12])=[O:13], predict the reactants needed to synthesize it. (5) Given the product [CH3:1][C@@H:2]1[CH2:11][C:10]2[C:5](=[CH:6][CH:7]=[CH:8][CH:9]=2)[CH2:4][N:3]1[C:12]([C:14]1[C:15]([C:23]2[N:31]3[C:26]([CH2:27][CH2:28][CH2:29][CH2:30]3)=[C:25]([C:32]([O-:34])=[O:33])[CH:24]=2)=[CH:16][C:17]2[O:21][CH2:20][O:19][C:18]=2[CH:22]=1)=[O:13].[Li+:37], predict the reactants needed to synthesize it. The reactants are: [CH3:1][C@@H:2]1[CH2:11][C:10]2[C:5](=[CH:6][CH:7]=[CH:8][CH:9]=2)[CH2:4][N:3]1[C:12]([C:14]1[C:15]([C:23]2[N:31]3[C:26]([CH2:27][CH2:28][CH2:29][CH2:30]3)=[C:25]([C:32]([O:34]C)=[O:33])[CH:24]=2)=[CH:16][C:17]2[O:21][CH2:20][O:19][C:18]=2[CH:22]=1)=[O:13].[OH-].[Li+:37]. (6) Given the product [C:25]([O:24][C@@H:18]([C:9]1[C:8]([CH3:29])=[CH:7][C:5]2[N:6]=[C:2]([N:31]3[CH:32]=[CH:33][C:34]4[C:39](=[CH:38][N:37]=[CH:36][CH:35]=4)[C:30]3=[O:40])[S:3][C:4]=2[C:10]=1[C:11]1[CH:16]=[CH:15][C:14]([Cl:17])=[CH:13][CH:12]=1)[C:19]([O:21][CH2:22][CH3:23])=[O:20])([CH3:28])([CH3:27])[CH3:26], predict the reactants needed to synthesize it. The reactants are: Br[C:2]1[S:3][C:4]2[C:10]([C:11]3[CH:16]=[CH:15][C:14]([Cl:17])=[CH:13][CH:12]=3)=[C:9]([C@H:18]([O:24][C:25]([CH3:28])([CH3:27])[CH3:26])[C:19]([O:21][CH2:22][CH3:23])=[O:20])[C:8]([CH3:29])=[CH:7][C:5]=2[N:6]=1.[C:30]1(=[O:40])[C:39]2[C:34](=[CH:35][CH:36]=[N:37][CH:38]=2)[CH:33]=[CH:32][NH:31]1.CN[C@@H]1CCCC[C@H]1NC.C([O-])([O-])=O.[K+].[K+].